This data is from Forward reaction prediction with 1.9M reactions from USPTO patents (1976-2016). The task is: Predict the product of the given reaction. (1) Given the reactants Cl[C:2]([C:4]1[C:5]([O:26][C:27](=[O:29])[CH3:28])=[C:6]([C:20]2[CH:25]=[CH:24][CH:23]=[CH:22][CH:21]=2)[CH:7]=[C:8]([C:10]2[CH:15]=[CH:14][C:13]([C:16]([F:19])([F:18])[F:17])=[CH:12][CH:11]=2)[CH:9]=1)=[O:3].[Cl:30][C:31]1[CH:32]=[C:33]([C:38]2[CH:43]=[CH:42][C:41]([CH2:44][C@@H:45]([NH2:52])[C:46]3[O:50][N:49]=[C:48]([CH3:51])[N:47]=3)=[CH:40][CH:39]=2)[CH:34]=[CH:35][C:36]=1[F:37], predict the reaction product. The product is: [Cl:30][C:31]1[CH:32]=[C:33]([C:38]2[CH:43]=[CH:42][C:41]([CH2:44][C@@H:45]([NH:52][C:2]([C:4]3[C:5]([O:26][C:27](=[O:29])[CH3:28])=[C:6]([C:20]4[CH:25]=[CH:24][CH:23]=[CH:22][CH:21]=4)[CH:7]=[C:8]([C:10]4[CH:11]=[CH:12][C:13]([C:16]([F:17])([F:18])[F:19])=[CH:14][CH:15]=4)[CH:9]=3)=[O:3])[C:46]3[O:50][N:49]=[C:48]([CH3:51])[N:47]=3)=[CH:40][CH:39]=2)[CH:34]=[CH:35][C:36]=1[F:37]. (2) The product is: [Br:1][C:2]1[CH:3]=[C:4]2[C:23](=[CH:24][CH:25]=1)[C:8]1=[N:9][S:32][C:11]([C:12]3[CH:17]=[CH:16][C:15]([O:18][C:19]([F:22])([F:21])[F:20])=[CH:14][CH:13]=3)=[C:7]1[CH2:6][CH2:5]2. Given the reactants [Br:1][C:2]1[CH:3]=[C:4]2[C:23](=[CH:24][CH:25]=1)[C:8]1=[N:9]O[C:11]([C:12]3[CH:17]=[CH:16][C:15]([O:18][C:19]([F:22])([F:21])[F:20])=[CH:14][CH:13]=3)=[C:7]1[CH2:6][CH2:5]2.N1C=CN=C1.P12(SP3(SP(SP(S3)(S1)=S)(=S)S2)=S)=[S:32], predict the reaction product. (3) Given the reactants C[O:2][C:3]([C:5]1([NH:13][C:14](=[O:26])[CH2:15][C:16]2[C:21]([CH:22]=[CH2:23])=[CH:20][C:19]([CH3:24])=[CH:18][C:17]=2[CH3:25])[CH2:10][CH2:9][N:8]([O:11][CH3:12])[CH2:7][CH2:6]1)=O.C[O-].[Na+].[Cl-].[NH4+].Cl, predict the reaction product. The product is: [CH3:25][C:17]1[CH:18]=[C:19]([CH3:24])[CH:20]=[C:21]([CH:22]=[CH2:23])[C:16]=1[C:15]1[C:14](=[O:26])[NH:13][C:5]2([CH2:6][CH2:7][N:8]([O:11][CH3:12])[CH2:9][CH2:10]2)[C:3]=1[OH:2]. (4) Given the reactants C([O:4][CH2:5][CH:6]1[O:10][C:9](=[O:11])[N:8]([C:12]2[CH:17]=[CH:16][C:15]([Br:18])=[CH:14][N:13]=2)[CH2:7]1)(=O)C.C(=O)([O-])[O-].[K+].[K+], predict the reaction product. The product is: [Br:18][C:15]1[CH:16]=[CH:17][C:12]([N:8]2[CH2:7][CH:6]([CH2:5][OH:4])[O:10][C:9]2=[O:11])=[N:13][CH:14]=1. (5) Given the reactants Br[C:2]1[CH:3]=[CH:4][C:5]([NH:8][C:9]2[CH:14]=[CH:13][C:12]([F:15])=[CH:11][C:10]=2[F:16])=[N:6][CH:7]=1.[Li]CCCC.[Cl:22][C:23]1[CH:30]=[CH:29][C:28]([C:31]2[CH:36]=[CH:35][N:34]=[CH:33][CH:32]=2)=[CH:27][C:24]=1[CH:25]=[O:26], predict the reaction product. The product is: [Cl:22][C:23]1[CH:30]=[CH:29][C:28]([C:31]2[CH:36]=[CH:35][N:34]=[CH:33][CH:32]=2)=[CH:27][C:24]=1[CH:25]([C:2]1[CH:7]=[N:6][C:5]([NH:8][C:9]2[CH:14]=[CH:13][C:12]([F:15])=[CH:11][C:10]=2[F:16])=[CH:4][CH:3]=1)[OH:26]. (6) The product is: [CH2:1]([C:3]1[N:12]([CH2:23][C:22]2[CH:25]=[CH:26][C:19]([N+:16]([O-:18])=[O:17])=[CH:20][CH:21]=2)[C:6]2=[N:7][CH:8]=[CH:9][C:10]([CH3:11])=[C:5]2[N:4]=1)[CH3:2]. Given the reactants [CH2:1]([C:3]1[NH:12][C:6]2=[N:7][CH:8]=[CH:9][C:10]([CH3:11])=[C:5]2[N:4]=1)[CH3:2].O.[OH-].[Li+].[N+:16]([C:19]1[CH:26]=[CH:25][C:22]([CH2:23]Br)=[CH:21][CH:20]=1)([O-:18])=[O:17].O, predict the reaction product. (7) The product is: [ClH:30].[CH3:1][CH:2]1[CH2:7][CH2:6][N:5]([CH2:8][C:9]2[N:14]=[C:13]([NH:15][C:16]([NH:18][C:19]3[N:20]=[C:21]([C:24]4[CH:25]=[CH:26][N:27]=[CH:28][CH:29]=4)[S:22][CH:23]=3)=[O:17])[CH:12]=[CH:11][CH:10]=2)[CH2:4][CH2:3]1. Given the reactants [CH3:1][CH:2]1[CH2:7][CH2:6][N:5]([CH2:8][C:9]2[N:14]=[C:13]([NH:15][C:16]([NH:18][C:19]3[N:20]=[C:21]([C:24]4[CH:29]=[CH:28][N:27]=[CH:26][CH:25]=4)[S:22][CH:23]=3)=[O:17])[CH:12]=[CH:11][CH:10]=2)[CH2:4][CH2:3]1.[ClH:30], predict the reaction product. (8) Given the reactants C(OC(CCCCC([O:17][C:18]1[C:27](=[O:28])[C:26]2[C:21](=[CH:22][CH:23]=[CH:24][CH:25]=2)[O:20][C:19]=1[C:29]1[CH:34]=[CH:33][CH:32]=[CH:31][CH:30]=1)=O)=O)C1C=CC=CC=1.C1COCC1, predict the reaction product. The product is: [OH:17][C:18]1[C:27](=[O:28])[C:26]2[C:21](=[CH:22][CH:23]=[CH:24][CH:25]=2)[O:20][C:19]=1[C:29]1[CH:30]=[CH:31][CH:32]=[CH:33][CH:34]=1.